This data is from Catalyst prediction with 721,799 reactions and 888 catalyst types from USPTO. The task is: Predict which catalyst facilitates the given reaction. Reactant: [CH3:1][C:2]1([CH3:47])[C:4]2([CH2:7][CH2:6][CH2:5]2)[C@:3]21[CH2:11][C@@H:10]([C:12](=[O:31])[NH:13][C@:14]1([C:19](=[O:30])[NH:20][S:21]([C:24]3([CH2:27][CH2:28][CH3:29])[CH2:26][CH2:25]3)(=[O:23])=[O:22])[CH2:16][C@H:15]1[CH:17]=[CH2:18])[N:9]([C:32]([C@@H:34]([NH:39]C(=O)OC(C)(C)C)[C:35]([CH3:38])([CH3:37])[CH3:36])=[O:33])[CH2:8]2.Cl. Product: [NH2:39][C@@H:34]([C:35]([CH3:36])([CH3:38])[CH3:37])[C:32]([N:9]1[C@H:10]([C:12]([NH:13][C@:14]2([C:19](=[O:30])[NH:20][S:21]([C:24]3([CH2:27][CH2:28][CH3:29])[CH2:26][CH2:25]3)(=[O:23])=[O:22])[CH2:16][C@H:15]2[CH:17]=[CH2:18])=[O:31])[CH2:11][C@:3]2([C:2]([CH3:47])([CH3:1])[C:4]32[CH2:7][CH2:6][CH2:5]3)[CH2:8]1)=[O:33]. The catalyst class is: 12.